From a dataset of Peptide-MHC class II binding affinity with 134,281 pairs from IEDB. Regression. Given a peptide amino acid sequence and an MHC pseudo amino acid sequence, predict their binding affinity value. This is MHC class II binding data. (1) The peptide sequence is AGELQIIDKIDAAFK. The MHC is HLA-DQA10301-DQB10302 with pseudo-sequence HLA-DQA10301-DQB10302. The binding affinity (normalized) is 0.0777. (2) The peptide sequence is DELVGGPPVEASAAA. The MHC is DRB1_1101 with pseudo-sequence DRB1_1101. The binding affinity (normalized) is 0. (3) The peptide sequence is GELQIYDKIDAAFKI. The MHC is DRB3_0101 with pseudo-sequence DRB3_0101. The binding affinity (normalized) is 0.879.